This data is from Catalyst prediction with 721,799 reactions and 888 catalyst types from USPTO. The task is: Predict which catalyst facilitates the given reaction. (1) Reactant: [F:1][C:2]1[C:20]([NH:21][C:22]2[C:25](=[O:26])[C:24](=[O:27])[C:23]=2OC)=[CH:19][CH:18]=[CH:17][C:3]=1[C:4]([N:6]1[CH2:10][CH2:9][CH2:8][C@H:7]1[C:11]([O:13][CH:14]([CH3:16])[CH3:15])=[O:12])=[O:5].[CH3:30][C:31]1[O:35][C:34]([CH:36]([NH2:42])[CH:37]2[CH2:41][CH2:40][CH2:39][S:38]2)=[CH:33][CH:32]=1. Product: [F:1][C:2]1[C:20]([NH:21][C:22]2[C:25](=[O:26])[C:24](=[O:27])[C:23]=2[NH:42][CH:36]([C:34]2[O:35][C:31]([CH3:30])=[CH:32][CH:33]=2)[CH:37]2[CH2:41][CH2:40][CH2:39][S:38]2)=[CH:19][CH:18]=[CH:17][C:3]=1[C:4]([N:6]1[CH2:10][CH2:9][CH2:8][C@H:7]1[C:11]([O:13][CH:14]([CH3:15])[CH3:16])=[O:12])=[O:5]. The catalyst class is: 5. (2) Reactant: Cl.[NH2:2][CH2:3][C:4]#[N:5].[Na].Cl.[NH2:8]O.[H-].[Na+].CO[C:14]([C:16]1[C:24]2[C:19](=[CH:20][CH:21]=[CH:22][CH:23]=2)[N:18]([CH2:25][C:26]2[CH:31]=[CH:30][CH:29]=[CH:28][CH:27]=2)[N:17]=1)=[O:15]. Product: [CH2:25]([N:18]1[C:19]2[C:24](=[CH:23][CH:22]=[CH:21][CH:20]=2)[C:16]([C:14]2[O:15][N:8]=[C:4]([CH2:3][NH2:2])[N:5]=2)=[N:17]1)[C:26]1[CH:31]=[CH:30][CH:29]=[CH:28][CH:27]=1. The catalyst class is: 5.